This data is from Catalyst prediction with 721,799 reactions and 888 catalyst types from USPTO. The task is: Predict which catalyst facilitates the given reaction. (1) Reactant: S1C2C=CC=CC=2C(N2CCN(CC[C:18]3[CH:19]=[C:20]4[C:24](=[CH:25][C:26]=3[Cl:27])[NH:23][C:22](=[O:28])[CH2:21]4)CC2)=N1.CO.Cl. Product: [OH2:28].[ClH:27].[Cl:27][C:26]1[CH:25]=[C:24]2[C:20]([CH2:21][C:22](=[O:28])[NH:23]2)=[CH:19][CH:18]=1. The catalyst class is: 6. (2) Reactant: C(OC([N:8]1[CH2:13][CH2:12][CH:11]([C:14]2[CH:15]=[C:16]([CH:45]=[CH:46][CH:47]=2)[NH:17][C:18](=[O:44])[CH2:19][CH2:20][CH2:21][NH:22][C:23]([N:25]2[CH:30]([C:31]3[CH:36]=[CH:35][C:34]([F:37])=[CH:33][CH:32]=3)[C:29]([C:38]([O:40][CH3:41])=[O:39])=[C:28]([CH3:42])[NH:27][C:26]2=[O:43])=[O:24])[CH2:10][CH2:9]1)=O)(C)(C)C.FC(F)(F)C(O)=O. Product: [F:37][C:34]1[CH:35]=[CH:36][C:31]([CH:30]2[C:29]([C:38]([O:40][CH3:41])=[O:39])=[C:28]([CH3:42])[NH:27][C:26](=[O:43])[N:25]2[C:23]([NH:22][CH2:21][CH2:20][CH2:19][C:18](=[O:44])[NH:17][C:16]2[CH:45]=[CH:46][CH:47]=[C:14]([CH:11]3[CH2:12][CH2:13][NH:8][CH2:9][CH2:10]3)[CH:15]=2)=[O:24])=[CH:32][CH:33]=1. The catalyst class is: 4. (3) Reactant: [C:1]([N:5]1[C:9]([C:10]2[CH:15]=[CH:14][C:13]([F:16])=[CH:12][CH:11]=2)=[C:8]([C:17]([O:19]CC)=[O:18])[CH:7]=[N:6]1)([CH3:4])([CH3:3])[CH3:2].[OH-].[Na+]. Product: [C:1]([N:5]1[C:9]([C:10]2[CH:15]=[CH:14][C:13]([F:16])=[CH:12][CH:11]=2)=[C:8]([C:17]([OH:19])=[O:18])[CH:7]=[N:6]1)([CH3:4])([CH3:2])[CH3:3]. The catalyst class is: 8. (4) Reactant: CC(OC(/N=N/C(OC(C)C)=O)=O)C.[OH:15][C:16]1[CH:21]=[CH:20][C:19]([C:22]2[CH:27]=[CH:26][C:25]([NH:28][C:29](=[O:35])[O:30][C:31]([CH3:34])([CH3:33])[CH3:32])=[CH:24][CH:23]=2)=[C:18]([N+:36]([O-:38])=[O:37])[CH:17]=1.[CH3:39][N:40]1[CH2:45][CH2:44][CH:43](O)[CH2:42][CH2:41]1.C1(P(C2C=CC=CC=2)C2C=CC=CC=2)C=CC=CC=1. Product: [CH3:39][N:40]1[CH2:45][CH2:44][CH:43]([O:15][C:16]2[CH:21]=[CH:20][C:19]([C:22]3[CH:23]=[CH:24][C:25]([NH:28][C:29](=[O:35])[O:30][C:31]([CH3:34])([CH3:33])[CH3:32])=[CH:26][CH:27]=3)=[C:18]([N+:36]([O-:38])=[O:37])[CH:17]=2)[CH2:42][CH2:41]1. The catalyst class is: 1. (5) Reactant: [Br:1][C:2]1[CH:3]=[CH:4][C:5]2[NH:11][CH2:10][CH2:9][N:8]=[C:7]([C:12]3[CH:17]=[CH:16][CH:15]=[CH:14][C:13]=3[F:18])[C:6]=2[CH:19]=1.CO.[BH4-].[Na+]. Product: [Br:1][C:2]1[CH:3]=[CH:4][C:5]2[NH:11][CH2:10][CH2:9][NH:8][CH:7]([C:12]3[CH:17]=[CH:16][CH:15]=[CH:14][C:13]=3[F:18])[C:6]=2[CH:19]=1. The catalyst class is: 15. (6) Reactant: [CH2:1]([O:3][C:4](=[O:27])[N:5]([C:13]1[CH:18]=[C:17]([C:19]([F:22])([F:21])[F:20])[N:16]=[C:15](Cl)[C:14]=1[N+:24]([O-:26])=[O:25])[CH2:6][C:7]1[CH:12]=[CH:11][CH:10]=[CH:9][CH:8]=1)[CH3:2].[OH-].[NH3:29]. Product: [CH2:1]([O:3][C:4](=[O:27])[N:5]([C:13]1[CH:18]=[C:17]([C:19]([F:22])([F:21])[F:20])[N:16]=[C:15]([NH2:29])[C:14]=1[N+:24]([O-:26])=[O:25])[CH2:6][C:7]1[CH:12]=[CH:11][CH:10]=[CH:9][CH:8]=1)[CH3:2]. The catalyst class is: 7. (7) Reactant: [OH-].[Na+].O.NN.[C:6]([C:9]1[CH:10]=[N:11][CH:12]=[C:13]([Br:15])[CH:14]=1)(=O)[CH3:7]. Product: [Br:15][C:13]1[CH:12]=[N:11][CH:10]=[C:9]([CH2:6][CH3:7])[CH:14]=1. The catalyst class is: 831. (8) Reactant: FC1C=C2C(C(I)=CN2S(C2C=CC=CC=2)(=O)=O)=CC=1.[S:21]1[CH:25]=[CH:24][C:23]2[CH:26]=[CH:27][C:28]([C:30]3[C:38]4[C:33](=[CH:34][C:35]([F:39])=[CH:36][CH:37]=4)[N:32](S(C4C=CC=CC=4)(=O)=O)[CH:31]=3)=[CH:29][C:22]1=2. Product: [S:21]1[CH:25]=[CH:24][C:23]2[CH:26]=[CH:27][C:28]([C:30]3[C:38]4[C:33](=[CH:34][C:35]([F:39])=[CH:36][CH:37]=4)[NH:32][CH:31]=3)=[CH:29][C:22]1=2. The catalyst class is: 5. (9) Reactant: Cl[C:2]1[N:7]=[CH:6][C:5]([CH2:8][N:9]2[C:13]([CH3:14])=[CH:12][C:11]([C:15]3[O:19][N:18]=[C:17]([C:20]4[CH:25]=[CH:24][C:23]([C:26]5([C:32]([O:34][CH2:35][CH3:36])=[O:33])[CH2:31][CH2:30][O:29][CH2:28][CH2:27]5)=[CH:22][CH:21]=4)[N:16]=3)=[N:10]2)=[CH:4][CH:3]=1.[CH3:37][NH2:38]. Product: [CH3:14][C:13]1[N:9]([CH2:8][C:5]2[CH:6]=[N:7][C:2]([NH:38][CH3:37])=[CH:3][CH:4]=2)[N:10]=[C:11]([C:15]2[O:19][N:18]=[C:17]([C:20]3[CH:25]=[CH:24][C:23]([C:26]4([C:32]([O:34][CH2:35][CH3:36])=[O:33])[CH2:31][CH2:30][O:29][CH2:28][CH2:27]4)=[CH:22][CH:21]=3)[N:16]=2)[CH:12]=1. The catalyst class is: 8. (10) Reactant: [CH2:1]([C:4]1[CH:9]=[CH:8][C:7]([C:10]2[CH:15]=[CH:14][C:13](Br)=[CH:12][CH:11]=2)=[C:6]([F:17])[CH:5]=1)[CH2:2][CH3:3].C([Li])CCC.[C:23](=[O:25])=[O:24].Cl. Product: [F:17][C:6]1[CH:5]=[C:4]([CH2:1][CH2:2][CH3:3])[CH:9]=[CH:8][C:7]=1[C:10]1[CH:15]=[CH:14][C:13]([C:23]([OH:25])=[O:24])=[CH:12][CH:11]=1. The catalyst class is: 1.